From a dataset of Full USPTO retrosynthesis dataset with 1.9M reactions from patents (1976-2016). Predict the reactants needed to synthesize the given product. (1) Given the product [OH:9][C:10]1[CH:30]=[CH:29][C:13]([C:14]([O:16][CH:17]2[CH2:18][O:19][CH:20]([C:23]3[CH:28]=[CH:27][CH:26]=[CH:25][CH:24]=3)[O:21][CH2:22]2)=[O:15])=[CH:12][CH:11]=1, predict the reactants needed to synthesize it. The reactants are: C([O-])(=O)C.[NH4+].C([O:9][C:10]1[CH:30]=[CH:29][C:13]([C:14]([O:16][CH:17]2[CH2:22][O:21][CH:20]([C:23]3[CH:28]=[CH:27][CH:26]=[CH:25][CH:24]=3)[O:19][CH2:18]2)=[O:15])=[CH:12][CH:11]=1)(=O)C. (2) Given the product [F:36][C:26]1[CH:25]=[C:24]([NH:23][C:20]2[N:19]=[C:18]3[CH:6]([C:7]4[CH:12]=[CH:11][C:10]([O:13][C:14]([F:17])([F:16])[F:15])=[CH:9][CH:8]=4)[CH2:5][CH2:4][CH2:3][CH2:2][N:22]3[N:21]=2)[CH:29]=[CH:28][C:27]=1[N:30]1[CH:34]=[N:33][C:32]([CH3:35])=[N:31]1, predict the reactants needed to synthesize it. The reactants are: Cl[CH2:2][CH2:3][CH2:4][CH2:5][CH:6]([C:18]1[NH:22][N:21]=[C:20]([NH:23][C:24]2[CH:29]=[CH:28][C:27]([N:30]3[CH:34]=[N:33][C:32]([CH3:35])=[N:31]3)=[C:26]([F:36])[CH:25]=2)[N:19]=1)[C:7]1[CH:12]=[CH:11][C:10]([O:13][C:14]([F:17])([F:16])[F:15])=[CH:9][CH:8]=1.[I-].[Na+]. (3) The reactants are: [CH3:1][N:2]1[C:6]([O:7][C:8]2[C:15]([F:16])=[CH:14][C:11]([C:12]#[N:13])=[CH:10][C:9]=2[F:17])=[CH:5][C:4]([CH3:18])=[N:3]1.[I:19]N1C(=O)CCC1=O.O. Given the product [F:17][C:9]1[CH:10]=[C:11]([CH:14]=[C:15]([F:16])[C:8]=1[O:7][C:6]1[N:2]([CH3:1])[N:3]=[C:4]([CH3:18])[C:5]=1[I:19])[C:12]#[N:13], predict the reactants needed to synthesize it. (4) Given the product [OH:12][C:9]([C:6]1[CH:5]=[CH:4][C:3]([NH:1][NH:2][C:14](=[S:15])[NH:13][C:16]2[CH:17]=[CH:18][C:19]([N+:22]([O-:24])=[O:23])=[CH:20][CH:21]=2)=[N:8][CH:7]=1)([CH3:10])[CH3:11], predict the reactants needed to synthesize it. The reactants are: [NH:1]([C:3]1[N:8]=[CH:7][C:6]([C:9]([OH:12])([CH3:11])[CH3:10])=[CH:5][CH:4]=1)[NH2:2].[N:13]([C:16]1[CH:21]=[CH:20][C:19]([N+:22]([O-:24])=[O:23])=[CH:18][CH:17]=1)=[C:14]=[S:15]. (5) Given the product [C:7]1([CH2:6][CH:2]([NH:1][C:14]2[CH:19]=[CH:18][CH:17]=[CH:16][CH:15]=2)[C:3]([OH:5])=[O:4])[CH:12]=[CH:11][CH:10]=[CH:9][CH:8]=1, predict the reactants needed to synthesize it. The reactants are: [NH2:1][C@@H:2]([CH2:6][C:7]1[CH:12]=[CH:11][CH:10]=[CH:9][CH:8]=1)[C:3]([OH:5])=[O:4].I[C:14]1[CH:19]=[CH:18][CH:17]=[CH:16][CH:15]=1.C([O-])([O-])=O.[K+].[K+].[Cl-].C(N(CC)CC)C. (6) Given the product [NH2:1][C:4]1[CH:9]=[CH:8][CH:7]=[CH:6][C:5]=1[CH2:10][C:11]([O:13][CH3:14])=[O:12], predict the reactants needed to synthesize it. The reactants are: [N+:1]([C:4]1[CH:9]=[CH:8][CH:7]=[CH:6][C:5]=1[CH2:10][C:11]([O:13][CH3:14])=[O:12])([O-])=O. (7) Given the product [CH2:23]1[C:24]2([CH2:28][CH2:27][N:26]([C:12]([C:10]3[CH:9]=[CH:8][C:7]([N:15]4[CH2:18][C:17]([F:20])([F:19])[CH2:16]4)=[C:6]([O:5][CH2:4][CH:1]4[CH2:2][CH2:3]4)[N:11]=3)=[O:14])[CH2:25]2)[CH2:22]1, predict the reactants needed to synthesize it. The reactants are: [CH:1]1([CH2:4][O:5][C:6]2[N:11]=[C:10]([C:12]([OH:14])=O)[CH:9]=[CH:8][C:7]=2[N:15]2[CH2:18][C:17]([F:20])([F:19])[CH2:16]2)[CH2:3][CH2:2]1.Cl.[CH2:22]1[C:24]2([CH2:28][CH2:27][NH:26][CH2:25]2)[CH2:23]1.CN(C(ON1N=NC2C=CC=CC1=2)=[N+](C)C)C.[B-](F)(F)(F)F.CCN(C(C)C)C(C)C.